From a dataset of Full USPTO retrosynthesis dataset with 1.9M reactions from patents (1976-2016). Predict the reactants needed to synthesize the given product. (1) Given the product [CH3:1][O:2][C:3]1[CH:18]=[C:17]([O:19][CH3:20])[CH:16]=[CH:15][C:4]=1[CH2:5][N:6]1[C:7](=[O:14])[CH:8]2[C:10]([CH:12]=[O:13])([CH2:9]2)[CH2:11]1, predict the reactants needed to synthesize it. The reactants are: [CH3:1][O:2][C:3]1[CH:18]=[C:17]([O:19][CH3:20])[CH:16]=[CH:15][C:4]=1[CH2:5][N:6]1[CH2:11][C:10]2([CH2:12][OH:13])[CH:8]([CH2:9]2)[C:7]1=[O:14].C(N(CC)CC)C.O. (2) Given the product [C:29]([NH:1][C:2]1[CH:10]=[CH:9][C:5]([C:6]([OH:8])=[O:7])=[CH:4][C:3]=1[O:11][CH2:12][CH:13]=[C:14]([CH3:26])[CH2:15][CH2:16][CH:17]=[C:18]([CH3:25])[CH2:19][CH2:20][CH:21]=[C:22]([CH3:24])[CH3:23])(=[O:28])[CH3:30], predict the reactants needed to synthesize it. The reactants are: [NH2:1][C:2]1[CH:10]=[CH:9][C:5]([C:6]([OH:8])=[O:7])=[CH:4][C:3]=1[O:11][CH2:12][CH:13]=[C:14]([CH3:26])[CH2:15][CH2:16][CH:17]=[C:18]([CH3:25])[CH2:19][CH2:20][CH:21]=[C:22]([CH3:24])[CH3:23].C[O:28][C:29](=O)[C:30]1C=CC(NC(=O)C)=C(OCC=C(C)CCC=C(C)C)C=1.